Dataset: Catalyst prediction with 721,799 reactions and 888 catalyst types from USPTO. Task: Predict which catalyst facilitates the given reaction. Reactant: [CH:1]1[C:10]2[C:5](=[CH:6][CH:7]=[CH:8][CH:9]=2)[CH:4]=[CH:3][C:2]=1[C:11](=[O:19])[CH2:12][C:13]1[CH:18]=[CH:17][N:16]=[CH:15][CH:14]=1.[H-].[Na+].Br[CH2:23][C:24]([O:26][CH2:27][CH3:28])=[O:25].[Cl-].[NH4+]. Product: [CH:1]1[C:10]2[C:5](=[CH:6][CH:7]=[CH:8][CH:9]=2)[CH:4]=[CH:3][C:2]=1[C:11](=[O:19])[CH:12]([C:13]1[CH:14]=[CH:15][N:16]=[CH:17][CH:18]=1)[CH2:23][C:24]([O:26][CH2:27][CH3:28])=[O:25]. The catalyst class is: 12.